From a dataset of NCI-60 drug combinations with 297,098 pairs across 59 cell lines. Regression. Given two drug SMILES strings and cell line genomic features, predict the synergy score measuring deviation from expected non-interaction effect. Drug 1: CC1=C2C(C(=O)C3(C(CC4C(C3C(C(C2(C)C)(CC1OC(=O)C(C(C5=CC=CC=C5)NC(=O)OC(C)(C)C)O)O)OC(=O)C6=CC=CC=C6)(CO4)OC(=O)C)O)C)O. Drug 2: C1=CC=C(C(=C1)C(C2=CC=C(C=C2)Cl)C(Cl)Cl)Cl. Cell line: MOLT-4. Synergy scores: CSS=62.0, Synergy_ZIP=40.9, Synergy_Bliss=44.8, Synergy_Loewe=35.0, Synergy_HSA=34.9.